This data is from Buchwald-Hartwig C-N cross coupling reaction yields with 55,370 reactions. The task is: Predict the reaction yield, written as a fraction of the theoretical maximum amount of product (1.0 means a 100% yield; for example, 0.34 means a 34% yield). (1) The reactants are COc1ccc(Br)cc1.Cc1ccc(N)cc1.O=S(=O)(O[Pd]1c2ccccc2-c2ccccc2N~1)C(F)(F)F.CC(C)c1cc(C(C)C)c(-c2ccccc2P(C2CCCCC2)C2CCCCC2)c(C(C)C)c1.CN1CCCN2CCCN=C12.CCOC(=O)c1cnoc1. No catalyst specified. The product is COc1ccc(Nc2ccc(C)cc2)cc1. The yield is 0.0473. (2) The reactants are Ic1ccccn1.Cc1ccc(N)cc1.O=S(=O)(O[Pd]1c2ccccc2-c2ccccc2N~1)C(F)(F)F.COc1ccc(OC)c(P(C(C)(C)C)C(C)(C)C)c1-c1c(C(C)C)cc(C(C)C)cc1C(C)C.CN(C)C(=NC(C)(C)C)N(C)C.c1ccc(-c2cnoc2)cc1. No catalyst specified. The product is Cc1ccc(Nc2ccccn2)cc1. The yield is 0.816. (3) The reactants are Clc1ccccn1.Cc1ccc(N)cc1.O=S(=O)(O[Pd]1c2ccccc2-c2ccccc2N~1)C(F)(F)F.CC(C)c1cc(C(C)C)c(-c2ccccc2P(C(C)(C)C)C(C)(C)C)c(C(C)C)c1.CN1CCCN2CCCN=C12.CCOC(=O)c1cc(C)no1. No catalyst specified. The product is Cc1ccc(Nc2ccccn2)cc1. The yield is 0.914. (4) The yield is 0.138. The product is Cc1ccc(Nc2ccccn2)cc1. The reactants are Clc1ccccn1.Cc1ccc(N)cc1.O=S(=O)(O[Pd]1c2ccccc2-c2ccccc2N~1)C(F)(F)F.COc1ccc(OC)c(P([C@]23C[C@H]4C[C@H](C[C@H](C4)C2)C3)[C@]23C[C@H]4C[C@H](C[C@H](C4)C2)C3)c1-c1c(C(C)C)cc(C(C)C)cc1C(C)C.CN(C)C(=NC(C)(C)C)N(C)C.c1ccc2oncc2c1. No catalyst specified. (5) The reactants are FC(F)(F)c1ccc(Cl)cc1.Cc1ccc(N)cc1.O=S(=O)(O[Pd]1c2ccccc2-c2ccccc2N~1)C(F)(F)F.CC(C)c1cc(C(C)C)c(-c2ccccc2P(C(C)(C)C)C(C)(C)C)c(C(C)C)c1.CCN=P(N=P(N(C)C)(N(C)C)N(C)C)(N(C)C)N(C)C.CCOC(=O)c1cc(C)on1. No catalyst specified. The product is Cc1ccc(Nc2ccc(C(F)(F)F)cc2)cc1. The yield is 0.450. (6) The reactants are FC(F)(F)c1ccc(Cl)cc1.Cc1ccc(N)cc1.O=S(=O)(O[Pd]1c2ccccc2-c2ccccc2N~1)C(F)(F)F.COc1ccc(OC)c(P([C@]23C[C@H]4C[C@H](C[C@H](C4)C2)C3)[C@]23C[C@H]4C[C@H](C[C@H](C4)C2)C3)c1-c1c(C(C)C)cc(C(C)C)cc1C(C)C.CN1CCCN2CCCN=C12.Cc1ccon1. No catalyst specified. The product is Cc1ccc(Nc2ccc(C(F)(F)F)cc2)cc1. The yield is 0.128. (7) The reactants are FC(F)(F)c1ccc(Br)cc1.Cc1ccc(N)cc1.O=S(=O)(O[Pd]1c2ccccc2-c2ccccc2N~1)C(F)(F)F.COc1ccc(OC)c(P([C@]23C[C@H]4C[C@H](C[C@H](C4)C2)C3)[C@]23C[C@H]4C[C@H](C[C@H](C4)C2)C3)c1-c1c(C(C)C)cc(C(C)C)cc1C(C)C.CCN=P(N=P(N(C)C)(N(C)C)N(C)C)(N(C)C)N(C)C.CCOC(=O)c1cc(C)on1. No catalyst specified. The product is Cc1ccc(Nc2ccc(C(F)(F)F)cc2)cc1. The yield is 0.315.